This data is from Reaction yield outcomes from USPTO patents with 853,638 reactions. The task is: Predict the reaction yield, written as a fraction of the theoretical maximum amount of product (1.0 means a 100% yield; for example, 0.34 means a 34% yield). (1) The reactants are [CH2:1]([OH:8])[C:2]1[CH:7]=[CH:6][CH:5]=[CH:4][CH:3]=1.[H-].[Na+].[H][H].Cl[C:14]1[C:15]([C:21]#[N:22])=[N:16][CH:17]=[C:18](Cl)[CH:19]=1. The catalyst is C1COCC1. The product is [CH2:1]([O:8][C:14]1[C:15]([C:21]#[N:22])=[N:16][CH:17]=[C:18]([O:8][CH2:1][C:2]2[CH:7]=[CH:6][CH:5]=[CH:4][CH:3]=2)[CH:19]=1)[C:2]1[CH:7]=[CH:6][CH:5]=[CH:4][CH:3]=1. The yield is 0.940. (2) The reactants are [CH3:1][N:2]([CH3:13])[C:3]1[CH:11]=[C:10]2[C:6]([CH2:7][CH2:8][C:9]2=O)=[CH:5][CH:4]=1.[NH2:14][OH:15].Cl.C([O-])(=O)C.[Na+]. The catalyst is CCO.O. The product is [CH3:1][N:2]([CH3:13])[C:3]1[CH:11]=[C:10]2[C:6]([CH2:7][CH2:8][C:9]2=[N:14][OH:15])=[CH:5][CH:4]=1. The yield is 0.740. (3) The reactants are [C:1]1([C:8]([OH:10])=O)([C:5]([OH:7])=[O:6])[CH2:4][CH2:3][CH2:2]1.C(N(CC)CC)C.S(Cl)(Cl)=O.[F:22][C:23]1[CH:29]=[CH:28][C:26]([NH2:27])=[CH:25][CH:24]=1. The catalyst is C1COCC1.C(OCC)(=O)C. The product is [F:22][C:23]1[CH:29]=[CH:28][C:26]([NH:27][C:8]([C:1]2([C:5]([OH:7])=[O:6])[CH2:2][CH2:3][CH2:4]2)=[O:10])=[CH:25][CH:24]=1. The yield is 0.349. (4) The reactants are COC1C2C(C3C=CC=CC=3)=C(C3C=CC(C4(N)CCC4)=CC=3)OC=2N=C(N2CCOCC2)N=1.[CH3:35][N:36]([CH3:75])[CH2:37][CH2:38][NH:39][C:40]1[N:41]=[C:42]([O:73][CH3:74])[C:43]2[C:48]([C:49]3[CH:54]=[CH:53][CH:52]=[CH:51][CH:50]=3)=[C:47]([C:55]3[CH:60]=[CH:59][C:58]([C:61]4([NH:65]C(=O)OC(C)(C)C)[CH2:64][CH2:63][CH2:62]4)=[CH:57][CH:56]=3)[O:46][C:44]=2[N:45]=1. No catalyst specified. The product is [NH2:65][C:61]1([C:58]2[CH:59]=[CH:60][C:55]([C:47]3[O:46][C:44]4[N:45]=[C:40]([NH:39][CH2:38][CH2:37][N:36]([CH3:35])[CH3:75])[N:41]=[C:42]([O:73][CH3:74])[C:43]=4[C:48]=3[C:49]3[CH:50]=[CH:51][CH:52]=[CH:53][CH:54]=3)=[CH:56][CH:57]=2)[CH2:62][CH2:63][CH2:64]1. The yield is 0.290.